This data is from Experimentally validated miRNA-target interactions with 360,000+ pairs, plus equal number of negative samples. The task is: Binary Classification. Given a miRNA mature sequence and a target amino acid sequence, predict their likelihood of interaction. (1) The miRNA is hsa-miR-4716-3p with sequence AAGGGGGAAGGAAACAUGGAGA. The protein sequence of the target gene is MGLYGQACPSVTSLRMTSELESSLTSMDWLPQLTMRAAIQKSDATQNAHGTGISKKNALLDPNTTLDQEEVQQHKDGKPPYSYASLITFAINSSPKKKMTLSEIYQWICDNFPYYREAGSGWKNSIRHNLSLNKCFLKVPRSKDDPGKGSYWAIDTNPKEDTLPTRPKKRARSVERASTPYSIDSDSLGMECIISGSASPTLAINTVTNKVTLYNADQDGSDSPRSSLNNSLSDQSLASVNLNSVGSVHSYTPVTNHPEPVSQPLTPQQQQQPQYNLPEREKQLLFTEYNFEDLSASFRS.... Result: 0 (no interaction). (2) The miRNA is hsa-miR-4744 with sequence UCUAAAGACUAGACUUCGCUAUG. The protein sequence of the target gene is MFARGLKRKCVGHEEDVEGALAGLKTVSSYSLQRQSLLDMSLVKLQLCHMLVEPNLCRSVLIANTVRQIQEEMTQDGTWRTVAPQAAERAPLDRLVSTEILCRAAWGQEGAHPAPGLGDGHTQGPVSDLCPVTSAQAPRHLQSSAWEMDGPRENRGSFHKSLDQIFETLETKNPSCMEELFSDVDSPYYDLDTVLTGMMGGARPGPCEGLEGLAPATPGPSSSCKSDLGELDHVVEILVET. Result: 1 (interaction).